From a dataset of Reaction yield outcomes from USPTO patents with 853,638 reactions. Predict the reaction yield, written as a fraction of the theoretical maximum amount of product (1.0 means a 100% yield; for example, 0.34 means a 34% yield). (1) The reactants are [Cl:1][C:2]1[CH:3]=[C:4]([S:8]([N:11]2[CH:15]=[C:14]3[C:16](=O)[CH2:17][CH2:18][C:13]3=[C:12]2[C:20]2[CH:25]=[CH:24][CH:23]=[CH:22][C:21]=2[F:26])(=[O:10])=[O:9])[CH:5]=[CH:6][CH:7]=1.[CH3:27][NH2:28].O1CCCC1.[BH4-].[Na+]. The catalyst is CO.C(O[Ti](OC(C)C)(OC(C)C)OC(C)C)(C)C. The product is [Cl:1][C:2]1[CH:3]=[C:4]([S:8]([N:11]2[CH:15]=[C:14]3[CH:16]([NH:28][CH3:27])[CH2:17][CH2:18][C:13]3=[C:12]2[C:20]2[CH:25]=[CH:24][CH:23]=[CH:22][C:21]=2[F:26])(=[O:10])=[O:9])[CH:5]=[CH:6][CH:7]=1. The yield is 0.610. (2) The reactants are C[O:2][C:3](=[O:15])[C:4]1[CH:9]=[C:8]([CH2:10][CH3:11])[C:7]([O:12][CH3:13])=[N:6][C:5]=1[CH3:14].[OH-].[Na+].Cl.C(=O)([O-])O.[Na+]. The catalyst is CO.O. The product is [CH2:10]([C:8]1[C:7]([O:12][CH3:13])=[N:6][C:5]([CH3:14])=[C:4]([CH:9]=1)[C:3]([OH:15])=[O:2])[CH3:11]. The yield is 0.820. (3) The reactants are [NH:1]1[CH:5]([C:6]([OH:8])=[O:7])[CH2:4][CH:3]=[N:2]1.[CH:9]1([CH2:14][C@H:15]([CH2:19][N:20]([CH:29]=[O:30])[O:21][CH2:22][C:23]2[CH:28]=[CH:27][CH:26]=[CH:25][CH:24]=2)[C:16](F)=[O:17])[CH2:13][CH2:12][CH2:11][CH2:10]1.CCN(C(C)C)C(C)C.CC(O)=O. The catalyst is C(Cl)Cl. The product is [CH:9]1([CH2:14][C@H:15]([CH2:19][N:20]([CH:29]=[O:30])[O:21][CH2:22][C:23]2[CH:28]=[CH:27][CH:26]=[CH:25][CH:24]=2)[C:16]([N:1]2[C@H:5]([C:6]([OH:8])=[O:7])[CH2:4][CH:3]=[N:2]2)=[O:17])[CH2:13][CH2:12][CH2:11][CH2:10]1. The yield is 0.400. (4) The reactants are [CH3:1][C:2]1[S:3][C:4]2[CH:10]=[C:9]([S:11]([N:14]3[CH2:19][CH2:18][CH2:17][CH2:16][CH2:15]3)(=[O:13])=[O:12])[CH:8]=[CH:7][C:5]=2[N:6]=1.[CH3:20][O:21][S:22]([C:25]1[CH:30]=[CH:29][C:28]([CH3:31])=[CH:27][CH:26]=1)(=[O:24])=[O:23]. No catalyst specified. The product is [S:22]([C:25]1[CH:30]=[CH:29][C:28]([CH3:31])=[CH:27][CH:26]=1)([OH:24])(=[O:23])=[O:21].[CH3:1][CH:2]1[N:6]([CH3:20])[C:5]2[CH:7]=[CH:8][C:9]([S:11]([N:14]3[CH2:19][CH2:18][CH2:17][CH2:16][CH2:15]3)(=[O:12])=[O:13])=[CH:10][C:4]=2[S:3]1. The yield is 0.860. (5) The reactants are [CH2:1]([O:3][C:4]([C:6]1[C:15](=O)[C:14]2[C:9](=[CH:10][CH:11]=[C:12]([O:17][CH3:18])[N:13]=2)[NH:8][CH:7]=1)=[O:5])[CH3:2].P(Br)(Br)[Br:20].O.C(=O)([O-])[O-].[Na+].[Na+]. The catalyst is CN(C=O)C. The product is [CH2:1]([O:3][C:4]([C:6]1[CH:7]=[N:8][C:9]2[C:14]([C:15]=1[Br:20])=[N:13][C:12]([O:17][CH3:18])=[CH:11][CH:10]=2)=[O:5])[CH3:2]. The yield is 0.900.